Dataset: Reaction yield outcomes from USPTO patents with 853,638 reactions. Task: Predict the reaction yield, written as a fraction of the theoretical maximum amount of product (1.0 means a 100% yield; for example, 0.34 means a 34% yield). (1) The reactants are [C:1]1([CH2:7][CH2:8][CH2:9][OH:10])[CH:6]=[CH:5][CH:4]=[CH:3][CH:2]=1.Cl[C:12]([CH3:20])([CH2:14][CH2:15][C:16](Cl)([CH3:18])[CH3:17])[CH3:13].[Cl-].[Al+3].[Cl-].[Cl-].Cl. The catalyst is ClCCl.O. The product is [OH:10][CH2:9][CH2:8][CH2:7][C:1]1[CH:6]=[CH:5][C:4]2[C:16]([CH3:18])([CH3:17])[CH2:15][CH2:14][C:12]([CH3:20])([CH3:13])[C:3]=2[CH:2]=1. The yield is 0.530. (2) The reactants are [C:1]1([CH:7]2[CH2:12][CH2:11][NH:10][CH2:9][CH2:8]2)[CH:6]=[CH:5][CH:4]=[CH:3][CH:2]=1.C=O.[C:15](O[BH-](OC(=O)C)OC(=O)C)(=O)C.[Na+]. The catalyst is C1COCC1.O. The yield is 0.970. The product is [CH3:15][N:10]1[CH2:9][CH2:8][CH:7]([C:1]2[CH:6]=[CH:5][CH:4]=[CH:3][CH:2]=2)[CH2:12][CH2:11]1. (3) The reactants are [NH2:1][C@H:2]1[CH2:7][CH2:6][CH2:5][C@H:4]([NH:8][C:9]2[N:18]=[C:17]([N:19]([CH3:21])[CH3:20])[C:16]3[C:11](=[CH:12][CH:13]=[CH:14][CH:15]=3)[N:10]=2)[CH2:3]1.[CH3:22][N:23]1[C:31]2[C:26](=[CH:27][CH:28]=[CH:29][CH:30]=2)[C:25]([CH:32]=O)=[CH:24]1.[BH-](OC(C)=O)(OC(C)=O)OC(C)=O.[Na+].C([O-])(O)=O.[Na+]. The catalyst is ClCCCl.C1COCC1. The product is [CH3:20][N:19]([CH3:21])[C:17]1[C:16]2[C:11](=[CH:12][CH:13]=[CH:14][CH:15]=2)[N:10]=[C:9]([NH:8][C@H:4]2[CH2:5][CH2:6][CH2:7][C@H:2]([NH:1][CH2:32][C:25]3[C:26]4[C:31](=[CH:30][CH:29]=[CH:28][CH:27]=4)[N:23]([CH3:22])[CH:24]=3)[CH2:3]2)[N:18]=1. The yield is 0.0900. (4) The reactants are [CH2:1]([O:8][NH:9][C@H:10]1[CH2:15][NH:14][C@H:13]([C:16]([NH2:18])=[O:17])[CH2:12][CH2:11]1)[C:2]1[CH:7]=[CH:6][CH:5]=[CH:4][CH:3]=1.[C:19](=O)([O-])[O-:20].[K+].[K+].ClC(Cl)(OC(=O)OC(Cl)(Cl)Cl)Cl. The catalyst is ClCCl. The product is [O:20]=[C:19]1[N:14]2[CH2:15][CH:10]([CH2:11][CH2:12][CH:13]2[C:16]([NH2:18])=[O:17])[N:9]1[O:8][CH2:1][C:2]1[CH:3]=[CH:4][CH:5]=[CH:6][CH:7]=1. The yield is 0.640. (5) The reactants are [NH2:1][C:2]1[CH:10]=[C:9]2[C:5]([CH2:6][C:7](=[O:11])[NH:8]2)=[CH:4][C:3]=1[F:12].N1C=CC=CC=1.Cl[C:20]([CH2:22][O:23][C:24](=[O:26])[CH3:25])=[O:21]. The catalyst is O1CCCC1. The product is [F:12][C:3]1[CH:4]=[C:5]2[C:9](=[CH:10][C:2]=1[NH:1][C:20]([CH2:22][O:23][C:24](=[O:26])[CH3:25])=[O:21])[NH:8][C:7](=[O:11])[CH2:6]2. The yield is 0.704. (6) The reactants are [CH3:1][O:2][C:3](=[O:46])[NH:4][CH:5]([C:12]([N:14]1[CH2:18][CH2:17][CH2:16][CH:15]1[C:19]1[NH:20][C:21]([C:24]2[CH:29]=[CH:28][C:27]([C:30]3[CH:35]=[CH:34][C:33]([C:36]4[NH:37][C:38]([CH:41]5[CH2:45][CH2:44][CH2:43][NH:42]5)=[N:39][CH:40]=4)=[CH:32][CH:31]=3)=[CH:26][CH:25]=2)=[CH:22][N:23]=1)=[O:13])[CH2:6][CH2:7][C:8]([F:11])([F:10])[F:9].[CH3:47][O:48][C:49]([NH:51][CH:52]([CH:56]([CH3:58])[CH3:57])[C:53](O)=[O:54])=[O:50].CN(C(ON1N=NC2C=CC=NC1=2)=[N+](C)C)C.F[P-](F)(F)(F)(F)F.C(N(C(C)C)CC)(C)C. The catalyst is CN(C)C=O. The product is [CH3:1][O:2][C:3](=[O:46])[NH:4][CH:5]([C:12]([N:14]1[CH2:18][CH2:17][CH2:16][CH:15]1[C:19]1[NH:20][C:21]([C:24]2[CH:25]=[CH:26][C:27]([C:30]3[CH:35]=[CH:34][C:33]([C:36]4[NH:37][C:38]([CH:41]5[CH2:45][CH2:44][CH2:43][N:42]5[C:53](=[O:54])[CH:52]([NH:51][C:49]([O:48][CH3:47])=[O:50])[CH:56]([CH3:58])[CH3:57])=[N:39][CH:40]=4)=[CH:32][CH:31]=3)=[CH:28][CH:29]=2)=[CH:22][N:23]=1)=[O:13])[CH2:6][CH2:7][C:8]([F:9])([F:11])[F:10]. The yield is 0.470. (7) The reactants are [N:1]([C:4]1[CH:14]=[CH:13][C:7]([C:8]([O:10][CH2:11][CH3:12])=[O:9])=[CH:6][CH:5]=1)=[C:2]=[O:3].[Cl:15][C:16]1[CH:22]=[CH:21][C:19]([NH2:20])=[CH:18][C:17]=1[C:23]([F:26])([F:25])[F:24]. The catalyst is C(Cl)Cl. The product is [Cl:15][C:16]1[CH:22]=[CH:21][C:19]([NH:20][C:2]([NH:1][C:4]2[CH:14]=[CH:13][C:7]([C:8]([O:10][CH2:11][CH3:12])=[O:9])=[CH:6][CH:5]=2)=[O:3])=[CH:18][C:17]=1[C:23]([F:24])([F:25])[F:26]. The yield is 0.970. (8) The reactants are Cl.[NH2:2][CH2:3][C:4]1[CH:5]=[C:6]([CH2:10][N:11]2[C:19]3[C:14](=[C:15]([O:20][CH3:21])[CH:16]=[CH:17][CH:18]=3)[C:13]([NH:22][S:23]([C:26]3[S:27][C:28]([Cl:31])=[CH:29][CH:30]=3)(=[O:25])=[O:24])=[N:12]2)[CH:7]=[CH:8][CH:9]=1.C(N(CC)CC)C.[CH:39]([N:42]=[C:43]=[O:44])([CH3:41])[CH3:40]. The catalyst is C(Cl)Cl.CO. The product is [Cl:31][C:28]1[S:27][C:26]([S:23]([NH:22][C:13]2[C:14]3[C:19](=[CH:18][CH:17]=[CH:16][C:15]=3[O:20][CH3:21])[N:11]([CH2:10][C:6]3[CH:7]=[CH:8][CH:9]=[C:4]([CH2:3][NH:2][C:43]([NH:42][CH:39]([CH3:41])[CH3:40])=[O:44])[CH:5]=3)[N:12]=2)(=[O:25])=[O:24])=[CH:30][CH:29]=1. The yield is 0.750. (9) The reactants are Br[C:2]1[CH:3]=[C:4]2[C:8](=[CH:9][CH:10]=1)[NH:7][C:6]([CH3:11])=[CH:5]2.[Cu][C:13]#[N:14]. The catalyst is CN1C(=O)CCC1. The product is [CH3:11][C:6]1[NH:7][C:8]2[C:4]([CH:5]=1)=[CH:3][C:2]([C:13]#[N:14])=[CH:10][CH:9]=2. The yield is 0.490. (10) The reactants are [NH2:1][C:2]1[CH:11]=[C:10]2[C:5]([CH2:6][CH2:7][C@@H:8]([NH:12][C:13](=[O:16])[CH2:14][CH3:15])[CH2:9]2)=[CH:4][CH:3]=1.[CH:17]([C:20]1[CH:25]=[CH:24][C:23]([S:26](Cl)(=[O:28])=[O:27])=[CH:22][CH:21]=1)([CH3:19])[CH3:18]. The catalyst is N1C=CC=CC=1.ClCCl. The product is [CH:17]([C:20]1[CH:25]=[CH:24][C:23]([S:26]([NH:1][C:2]2[CH:11]=[C:10]3[C:5]([CH2:6][CH2:7][C@@H:8]([NH:12][C:13](=[O:16])[CH2:14][CH3:15])[CH2:9]3)=[CH:4][CH:3]=2)(=[O:28])=[O:27])=[CH:22][CH:21]=1)([CH3:19])[CH3:18]. The yield is 0.900.